This data is from Forward reaction prediction with 1.9M reactions from USPTO patents (1976-2016). The task is: Predict the product of the given reaction. (1) Given the reactants [Cl:1][C:2]1[CH:6]=[CH:5][S:4][C:3]=1[C:7]1[O:11][N:10]=[C:9]([C:12]2[CH:17]=[CH:16][C:15]([N+:18]([O-])=O)=[CH:14][CH:13]=2)[N:8]=1, predict the reaction product. The product is: [NH2:18][C:15]1[CH:16]=[CH:17][C:12]([C:9]2[N:8]=[C:7]([C:3]3[S:4][CH:5]=[CH:6][C:2]=3[Cl:1])[O:11][N:10]=2)=[CH:13][CH:14]=1. (2) The product is: [CH3:32][N:33]([CH3:35])[CH2:34][C:2]1[CH:7]=[N:6][C:5]([O:8][C:9]2[CH:10]=[C:11]3[C:16](=[CH:17][CH:18]=2)[O:15][CH:14]([C:19]2[CH:24]=[CH:23][CH:22]=[CH:21][CH:20]=2)[CH2:13][CH2:12]3)=[CH:4][CH:3]=1. Given the reactants Cl[C:2]1[CH:3]=[CH:4][C:5]([O:8][C:9]2[CH:10]=[C:11]3[C:16](=[CH:17][CH:18]=2)[O:15][CH:14]([C:19]2[CH:24]=[CH:23][CH:22]=[CH:21][CH:20]=2)[CH2:13][CH2:12]3)=[N:6][CH:7]=1.ClC1N=CC([CH2:32][N:33]([CH3:35])[CH3:34])=CC=1, predict the reaction product. (3) The product is: [NH2:29][C:13]1[CH:12]=[C:11]([O:10][CH3:9])[C:18]([O:19][CH2:20][CH2:21][CH2:22][N:23]2[CH2:24][CH2:25][O:26][CH2:27][CH2:28]2)=[CH:17][C:14]=1[C:15]#[N:16]. Given the reactants S(S([O-])=O)([O-])=O.[Na+].[Na+].[CH3:9][O:10][C:11]1[C:18]([O:19][CH2:20][CH2:21][CH2:22][N:23]2[CH2:28][CH2:27][O:26][CH2:25][CH2:24]2)=[CH:17][C:14]([C:15]#[N:16])=[C:13]([N+:29]([O-])=O)[CH:12]=1.Cl.[OH-].[Na+], predict the reaction product. (4) Given the reactants [C:1]([O:5][C:6](=[O:65])[C@@H:7]([NH:13][C:14](=[O:64])[CH2:15][CH2:16][C@@H:17]([C:57]([O:59][C:60]([CH3:63])([CH3:62])[CH3:61])=[O:58])[NH:18][C:19](=[O:56])[CH2:20][CH2:21][C@@H:22]([C:49]([O:51][C:52]([CH3:55])([CH3:54])[CH3:53])=[O:50])[NH:23][C:24](=[O:48])[CH2:25][CH2:26][CH2:27][CH2:28][CH2:29][CH2:30][CH2:31][CH2:32][CH2:33][CH2:34][CH2:35][CH2:36][CH2:37][CH2:38][CH2:39][CH2:40][C:41]([O:43][C:44]([CH3:47])([CH3:46])[CH3:45])=[O:42])[CH2:8][CH2:9][C:10]([OH:12])=[O:11])([CH3:4])([CH3:3])[CH3:2].[B-](F)(F)(F)F.CN(C(O[N:79]1[C:84](=[O:85])[CH2:83][CH2:82][C:80]1=[O:81])=[N+](C)C)C, predict the reaction product. The product is: [O:81]=[C:80]1[CH2:82][CH2:83][C:84](=[O:85])[N:79]1[O:11][C:10](=[O:12])[CH2:9][CH2:8][C@H:7]([NH:13][C:14](=[O:64])[CH2:15][CH2:16][C@@H:17]([C:57]([O:59][C:60]([CH3:63])([CH3:62])[CH3:61])=[O:58])[NH:18][C:19](=[O:56])[CH2:20][CH2:21][C@@H:22]([C:49]([O:51][C:52]([CH3:53])([CH3:55])[CH3:54])=[O:50])[NH:23][C:24](=[O:48])[CH2:25][CH2:26][CH2:27][CH2:28][CH2:29][CH2:30][CH2:31][CH2:32][CH2:33][CH2:34][CH2:35][CH2:36][CH2:37][CH2:38][CH2:39][CH2:40][C:41]([O:43][C:44]([CH3:45])([CH3:46])[CH3:47])=[O:42])[C:6]([O:5][C:1]([CH3:2])([CH3:3])[CH3:4])=[O:65]. (5) The product is: [Cl:32][C:33]1[CH:34]=[CH:35][C:36](/[CH:39]=[CH:9]/[C:10]2[CH:11]=[CH:12][C:13]([C:16]([F:17])([F:18])[F:19])=[CH:14][CH:15]=2)=[CH:37][N:38]=1. Given the reactants [Br-].C1([P+](C2C=CC=CC=2)(C2C=CC=CC=2)[CH2:9][C:10]2[CH:15]=[CH:14][C:13]([C:16]([F:19])([F:18])[F:17])=[CH:12][CH:11]=2)C=CC=CC=1.[Cl:32][C:33]1[N:38]=[CH:37][C:36]([CH:39]=O)=[CH:35][CH:34]=1.CC(C)([O-])C.[Na+], predict the reaction product. (6) Given the reactants O.[NH2:2][NH2:3].C([O:6][C:7]([CH:9]1[CH2:14][CH2:13][N:12]([C:15]2[CH:20]=[CH:19][CH:18]=[CH:17][N:16]=2)[CH2:11][CH2:10]1)=O)C, predict the reaction product. The product is: [N:12]1([C:15]2[CH:20]=[CH:19][CH:18]=[CH:17][N:16]=2)[CH2:13][CH2:14][CH:9]([C:7]([NH:2][NH2:3])=[O:6])[CH2:10][CH2:11]1. (7) The product is: [CH:8]1([NH:7][C:5](=[O:6])[C:4]2[CH:14]=[C:15]([NH:17][C:24]([CH:18]3[CH2:23][CH2:22][CH2:21][CH2:20][CH2:19]3)=[O:25])[CH:16]=[C:2]([NH:1][C:32]([CH:31]3[CH2:39][CH2:38][CH2:37][CH2:29][CH2:30]3)=[O:33])[CH:3]=2)[CH2:13][CH2:12][CH2:11][CH2:10][CH2:9]1. Given the reactants [NH2:1][C:2]1[CH:3]=[C:4]([CH:14]=[C:15]([NH2:17])[CH:16]=1)[C:5]([NH:7][CH:8]1[CH2:13][CH2:12][CH2:11][CH2:10][CH2:9]1)=[O:6].[CH:18]1([C:24](Cl)=[O:25])[CH2:23][CH2:22][CH2:21][CH2:20][CH2:19]1.CN1[C:32](=[O:33])[CH2:31][CH2:30][CH2:29]1.[Li+].[Cl-].N1C=C[CH:39]=[CH:38][CH:37]=1, predict the reaction product. (8) Given the reactants Cl.[NH2:2][C@@H:3]([CH2:19][CH2:20][CH2:21][NH:22][C:23]([O:25][CH2:26][C:27]1[CH:32]=[CH:31][CH:30]=[CH:29][CH:28]=1)=[O:24])[C:4]([NH:6][C:7]1[CH:12]=[CH:11][CH:10]=[CH:9][C:8]=1/[CH:13]=[CH:14]/[C:15]([O:17][CH3:18])=[O:16])=[O:5].[NH:33]1[C:41]2[C:36](=[CH:37][CH:38]=[CH:39][CH:40]=2)[CH:35]=[C:34]1[C:42](O)=[O:43].C1C=CC2N(O)N=NC=2C=1, predict the reaction product. The product is: [NH:33]1[C:41]2[C:36](=[CH:37][CH:38]=[CH:39][CH:40]=2)[CH:35]=[C:34]1[C:42]([NH:2][C@@H:3]([CH2:19][CH2:20][CH2:21][NH:22][C:23]([O:25][CH2:26][C:27]1[CH:28]=[CH:29][CH:30]=[CH:31][CH:32]=1)=[O:24])[C:4]([NH:6][C:7]1[CH:12]=[CH:11][CH:10]=[CH:9][C:8]=1/[CH:13]=[CH:14]/[C:15]([O:17][CH3:18])=[O:16])=[O:5])=[O:43]. (9) Given the reactants [C:1]([CH:3]([CH:7]1[C:11]([Cl:12])=[C:10](Cl)C(=O)O1)[C:4]([NH2:6])=[O:5])#[N:2].Cl.[Cl:16][C:17]1[CH:18]=[CH:19][C:20]([S:25]([CH:28]([CH3:30])[CH3:29])(=[O:27])=[O:26])=[C:21]([CH2:23][NH2:24])[CH:22]=1.C(=O)([O-])[O-].[K+].[K+].[OH-].[Na+], predict the reaction product. The product is: [ClH:12].[Cl:12][C:11]1[CH:7]=[C:3]([C:4]([NH2:6])=[O:5])[C:1](=[NH:2])[N:24]([CH2:23][C:21]2[CH:22]=[C:17]([Cl:16])[CH:18]=[CH:19][C:20]=2[S:25]([CH:28]([CH3:30])[CH3:29])(=[O:27])=[O:26])[CH:10]=1. (10) Given the reactants FC(F)(F)C1C=CC(CBr)=CC=1.Br[CH2:14][C:15]1[CH:20]=[CH:19][N:18]=[CH:17][CH:16]=1.[CH3:21][C:22]1[N:23]=[C:24]([N:32]2[CH2:36][CH2:35][NH:34][C:33]2=[O:37])[S:25][C:26]=1[C:27]([O:29][CH2:30][CH3:31])=[O:28], predict the reaction product. The product is: [CH3:21][C:22]1[N:23]=[C:24]([N:32]2[CH2:36][CH2:35][N:34]([CH2:14][C:15]3[CH:20]=[CH:19][N:18]=[CH:17][CH:16]=3)[C:33]2=[O:37])[S:25][C:26]=1[C:27]([O:29][CH2:30][CH3:31])=[O:28].